From a dataset of Full USPTO retrosynthesis dataset with 1.9M reactions from patents (1976-2016). Predict the reactants needed to synthesize the given product. (1) Given the product [Cl:1][C:2]1[CH:7]=[CH:6][C:5]([C@H:8]([NH:13][C:17]2[C:18]3[CH:26]=[CH:25][CH:24]=[C:23]([C:27]([NH2:29])=[O:28])[C:19]=3[N:20]=[N:21][N:22]=2)[CH2:9][N:10]([CH3:12])[CH3:11])=[CH:4][C:3]=1[O:14][CH3:15], predict the reactants needed to synthesize it. The reactants are: [Cl:1][C:2]1[CH:7]=[CH:6][C:5]([C@H:8]([NH2:13])[CH2:9][N:10]([CH3:12])[CH3:11])=[CH:4][C:3]=1[O:14][CH3:15].O[C:17]1[C:18]2[CH:26]=[CH:25][CH:24]=[C:23]([C:27]([NH2:29])=[O:28])[C:19]=2[N:20]=[N:21][N:22]=1. (2) Given the product [C:5]1([C:13]2[CH:18]=[CH:17][CH:16]=[CH:15][CH:14]=2)[CH:6]=[CH:7][CH:8]=[C:3]([C:1]#[N:2])[CH:4]=1, predict the reactants needed to synthesize it. The reactants are: [C:1]([C:3]1[CH:4]=[C:5](B(O)O)[CH:6]=[CH:7][CH:8]=1)#[N:2].Br[C:13]1[CH:18]=[CH:17][CH:16]=[CH:15][CH:14]=1.C(=O)([O-])[O-].[Cs+].[Cs+].C(OCC)(=O)C. (3) Given the product [CH3:7][O:8][C:9]1[CH:10]=[C:11]([CH2:12][O:3][CH2:2][CH2:1][OH:4])[CH:14]=[CH:15][CH:16]=1, predict the reactants needed to synthesize it. The reactants are: [CH2:1]([OH:4])[CH2:2][OH:3].[H-].[Na+].[CH3:7][O:8][C:9]1[CH:10]=[C:11]([CH:14]=[CH:15][CH:16]=1)[CH2:12]Cl.O. (4) Given the product [CH:11]1([S:16]([CH2:19][C:20]2[CH:25]=[C:24]([N:26]3[CH2:31][CH2:30][O:29][CH2:28][C@@H:27]3[CH3:32])[N:23]=[C:22]([C:33]3[CH:39]=[CH:38][C:36]([NH:37][C:2](=[O:3])[O:4][C:5]4[CH:10]=[CH:9][CH:8]=[CH:7][CH:6]=4)=[CH:35][CH:34]=3)[N:21]=2)(=[O:17])=[O:18])[CH2:12][CH2:13][CH2:14][CH2:15]1, predict the reactants needed to synthesize it. The reactants are: Cl[C:2]([O:4][C:5]1[CH:10]=[CH:9][CH:8]=[CH:7][CH:6]=1)=[O:3].[CH:11]1([S:16]([CH2:19][C:20]2[CH:25]=[C:24]([N:26]3[CH2:31][CH2:30][O:29][CH2:28][C@@H:27]3[CH3:32])[N:23]=[C:22]([C:33]3[CH:39]=[CH:38][C:36]([NH2:37])=[CH:35][CH:34]=3)[N:21]=2)(=[O:18])=[O:17])[CH2:15][CH2:14][CH2:13][CH2:12]1.C(=O)([O-])O.[Na+]. (5) Given the product [CH3:18][C:16]1[NH:15][N:14]=[C:13]([NH:12][C:4]2[N:3]=[C:2]([C:23]3[CH:24]=[N:20][NH:21][CH:22]=3)[C:11]3[C:6]([CH:5]=2)=[CH:7][CH:8]=[CH:9][CH:10]=3)[CH:17]=1, predict the reactants needed to synthesize it. The reactants are: Cl[C:2]1[C:11]2[C:6](=[CH:7][CH:8]=[CH:9][CH:10]=2)[CH:5]=[C:4]([NH:12][C:13]2[CH:17]=[C:16]([CH3:18])[NH:15][N:14]=2)[N:3]=1.C[N:20]1[CH:24]=[C:23](B(O)O)[CH:22]=[N:21]1. (6) Given the product [C:32]([O:31][C:29]([N:36]1[CH2:41][CH2:40][N:39]([C:13]2[C:14]3[C:5]([CH2:1][CH2:2][CH2:3][CH3:4])=[CH:6][N:7]=[CH:8][C:9]=3[N:10]=[C:11]([C:16]3[CH:21]=[CH:20][N:19]=[CH:18][CH:17]=3)[N:12]=2)[CH2:38][CH2:37]1)=[O:30])([CH3:35])([CH3:33])[CH3:34], predict the reactants needed to synthesize it. The reactants are: [CH2:1]([C:5]1[C:14]2[C:13](Cl)=[N:12][C:11]([C:16]3[CH:21]=[CH:20][N:19]=[CH:18][CH:17]=3)=[N:10][C:9]=2[CH:8]=[N:7][CH:6]=1)[CH2:2][CH2:3][CH3:4].C(N(CC)CC)C.[C:29]([N:36]1[CH2:41][CH2:40][NH:39][CH2:38][CH2:37]1)([O:31][C:32]([CH3:35])([CH3:34])[CH3:33])=[O:30].C(=O)([O-])[O-].[Na+].[Na+].